Task: Predict the reactants needed to synthesize the given product.. Dataset: Full USPTO retrosynthesis dataset with 1.9M reactions from patents (1976-2016) (1) The reactants are: [I:1][C:2]1[CH:3]=[C:4]2[C:8](=[CH:9][CH:10]=1)[NH:7][N:6]=[CH:5]2.[CH3:11][O:12][CH:13]([O:16][CH3:17])[CH2:14]Br.C([O-])([O-])=O.[Cs+].[Cs+]. Given the product [CH3:11][O:12][CH:13]([O:16][CH3:17])[CH2:14][N:7]1[C:8]2[C:4](=[CH:3][C:2]([I:1])=[CH:10][CH:9]=2)[CH:5]=[N:6]1, predict the reactants needed to synthesize it. (2) Given the product [Na:1].[O:12]=[C:13]1[CH:14]2[CH2:22][C:18]3([O:5][C:4]([C:3]([F:11])([F:2])[S:7]([OH:10])(=[O:9])=[O:8])=[O:6])[CH2:17][CH:16]([CH2:21][CH:20]1[CH2:19]3)[CH2:15]2, predict the reactants needed to synthesize it. The reactants are: [Na:1].[F:2][C:3]([F:11])([S:7]([OH:10])(=[O:9])=[O:8])[C:4]([OH:6])=[O:5].[O:12]=[C:13]1[CH:20]2[CH2:21][C:16]3(O)[CH2:17][CH:18]([CH2:22][CH:14]1[CH2:15]3)[CH2:19]2.C(C1C=CC=CC=1)C.S(=O)(=O)(O)O. (3) Given the product [CH:1]1([CH2:4][N:5]2[C:10]([NH:11][N:12]=[CH:27][C:20]3[C:19]4[C:24](=[CH:25][CH:26]=[C:17]([Cl:16])[CH:18]=4)[N:23]=[CH:22][CH:21]=3)=[CH:9][C:8](=[O:13])[N:7]([CH3:14])[C:6]2=[O:15])[CH2:2][CH2:3]1, predict the reactants needed to synthesize it. The reactants are: [CH:1]1([CH2:4][N:5]2[C:10]([NH:11][NH2:12])=[CH:9][C:8](=[O:13])[N:7]([CH3:14])[C:6]2=[O:15])[CH2:3][CH2:2]1.[Cl:16][C:17]1[CH:18]=[C:19]2[C:24](=[CH:25][CH:26]=1)[N:23]=[CH:22][CH:21]=[C:20]2[CH:27]=O. (4) Given the product [N:14]1[CH:15]=[CH:16][C:11]([C:9]2[NH:8][C:4]3[N:5]=[CH:6][N:7]=[C:2]([C:29]4[CH:30]=[C:25]([NH:24][C:22](=[O:23])[C:21]5[CH:34]=[CH:35][CH:36]=[C:19]([C:18]([F:37])([F:38])[F:17])[CH:20]=5)[CH:26]=[CH:27][CH:28]=4)[C:3]=3[CH:10]=2)=[CH:12][CH:13]=1, predict the reactants needed to synthesize it. The reactants are: Cl[C:2]1[C:3]2[CH:10]=[C:9]([C:11]3[CH:16]=[CH:15][N:14]=[CH:13][CH:12]=3)[NH:8][C:4]=2[N:5]=[CH:6][N:7]=1.[F:17][C:18]([F:38])([F:37])[C:19]1[CH:20]=[C:21]([CH:34]=[CH:35][CH:36]=1)[C:22]([NH:24][C:25]1[CH:26]=[C:27](B(O)O)[CH:28]=[CH:29][CH:30]=1)=[O:23].C(=O)(O)[O-].[Na+]. (5) Given the product [NH2:18][C:15]1[CH:16]=[CH:17][C:12]([C@@H:10]2[CH2:11][C@H:9]2[N:8]([CH2:27][CH:28]2[CH2:30][CH2:29]2)[C:6](=[O:7])[O:5][C:1]([CH3:4])([CH3:3])[CH3:2])=[CH:13][CH:14]=1, predict the reactants needed to synthesize it. The reactants are: [C:1]([O:5][C:6]([N:8]([CH2:27][CH:28]1[CH2:30][CH2:29]1)[C@@H:9]1[CH2:11][C@H:10]1[C:12]1[CH:17]=[CH:16][C:15]([NH:18]C(=O)OCC(Cl)(Cl)Cl)=[CH:14][CH:13]=1)=[O:7])([CH3:4])([CH3:3])[CH3:2].C(O)(=O)C.[OH-].[Na+].C(OCC)(=O)C.